Dataset: Forward reaction prediction with 1.9M reactions from USPTO patents (1976-2016). Task: Predict the product of the given reaction. The product is: [CH2:12]([N:11]1[C:21](=[O:22])[C:20](=[O:26])[CH:9]([C:8]([O:7][CH2:5][CH3:6])=[O:19])[CH2:10]1)[C:13]1[CH:18]=[CH:17][CH:16]=[CH:15][CH:14]=1. Given the reactants [O-]CC.[Na+].[CH2:5]([O:7][C:8](=[O:19])[CH2:9][CH2:10][NH:11][CH2:12][C:13]1[CH:18]=[CH:17][CH:16]=[CH:15][CH:14]=1)[CH3:6].[C:20](OCC)(=[O:26])[C:21](OCC)=[O:22], predict the reaction product.